From a dataset of Catalyst prediction with 721,799 reactions and 888 catalyst types from USPTO. Predict which catalyst facilitates the given reaction. Reactant: C(N(CC)CC)C.[CH2:8]([N:10]=[C:11]=[O:12])[CH3:9].[CH2:13]([O:15][C:16]1[CH:17]=[C:18]([O:25][C:26]2[CH:30]=[C:29]([CH3:31])[NH:28][N:27]=2)[CH:19]=[CH:20][C:21]=1[N+:22]([O-:24])=[O:23])[CH3:14].Cl. Product: [CH2:8]([NH:10][C:11]([N:28]1[C:29]([CH3:31])=[CH:30][C:26]([O:25][C:18]2[CH:19]=[CH:20][C:21]([N+:22]([O-:24])=[O:23])=[C:16]([O:15][CH2:13][CH3:14])[CH:17]=2)=[N:27]1)=[O:12])[CH3:9]. The catalyst class is: 13.